From a dataset of Forward reaction prediction with 1.9M reactions from USPTO patents (1976-2016). Predict the product of the given reaction. (1) Given the reactants [Cl:1][C:2]1[CH:3]=[C:4]([F:20])[C:5]([N:8]2[C:17](=[O:18])[CH:11]3[CH2:12][CH:13](O)[CH2:14][CH2:15][N:10]3[C:9]2=[O:19])=[N:6][CH:7]=1.C(N(S(F)(F)[F:27])CC)C, predict the reaction product. The product is: [Cl:1][C:2]1[CH:3]=[C:4]([F:20])[C:5]([N:8]2[C:17](=[O:18])[CH:11]3[CH2:12][CH:13]([F:27])[CH2:14][CH2:15][N:10]3[C:9]2=[O:19])=[N:6][CH:7]=1. (2) Given the reactants Cl[CH2:2][CH2:3][CH2:4][O:5][C:6]1[CH:7]=[N:8][CH:9]=[CH:10][CH:11]=1.[CH3:12][NH:13][CH3:14], predict the reaction product. The product is: [CH3:12][N:13]([CH3:14])[CH2:2][CH2:3][CH2:4][O:5][C:6]1[CH:7]=[N:8][CH:9]=[CH:10][CH:11]=1. (3) Given the reactants [C:1]([O:4][C:5](=[O:7])[CH3:6])(=O)[CH3:2].O[C@@H]1[C:15]2[CH:16]=[CH:17][CH:18]=[CH:19][C:14]=2[N:13]([C:20]([NH2:22])=[O:21])[C:12]2[CH:23]=[CH:24][CH:25]=[CH:26][C:11]=2C1.CC(C)=O, predict the reaction product. The product is: [CH3:6][C:5]([O:4][C@@H:1]1[C:23]2[CH:24]=[CH:25][CH:26]=[CH:11][C:12]=2[N:13]([C:20]([NH2:22])=[O:21])[C:14]2[CH:15]=[CH:16][CH:17]=[CH:18][C:19]=2[CH2:2]1)=[O:7]. (4) Given the reactants [Cl-].NC1C=CC2N3C4C=CC=CC=4[N+](CC)=C3C=CC=2C=1.[CH3:22][C:23]1[CH:24]=[CH:25][C:26]2[S:30][C:29](/[CH:31]=[CH:32]/[C:33]3[CH:38]=[C:37]([NH2:39])[C:36]([Cl:40])=[CH:35][C:34]=3Cl)=[N:28][C:27]=2[CH:42]=1, predict the reaction product. The product is: [Cl-:40].[NH2:39][C:37]1[C:36]([Cl:40])=[CH:35][C:34]2[N+:28]3[C:27]4[CH:42]=[C:23]([CH3:22])[CH:24]=[CH:25][C:26]=4[S:30][C:29]=3[CH:31]=[CH:32][C:33]=2[CH:38]=1. (5) Given the reactants [F:1][C:2]([F:7])([F:6])[C:3]([O-:5])=[O:4].FC(F)(F)C([O-])=O.C[NH+]1CCCC(C([NH:24][C@H:25]([C:34]2[NH2+:35][C:36]([C:39]3[CH:44]=[CH:43][CH:42]=[CH:41][CH:40]=3)=[CH:37][N:38]=2)[CH2:26][CH2:27][CH2:28][CH2:29][CH2:30]C(=O)C)=O)C1.FC(F)(F)C([O-])=O.FC(F)(F)C([O-])=O.[NH3+][C@H](C1[NH2+]C(C2C=CC=CC=2)=CN=1)CCCCCC(=O)C.CCN(CC)CC.[CH3:87][O:88][C:89]1[CH:94]=[CH:93][C:92]([S:95](Cl)(=[O:97])=[O:96])=[CH:91][CH:90]=1, predict the reaction product. The product is: [F:1][C:2]([F:7])([F:6])[C:3]([O-:5])=[O:4].[CH3:87][O:88][C:89]1[CH:90]=[CH:91][C:92]([S:95]([NH:24][C@H:25]([C:34]2[NH2+:35][C:36]([C:39]3[CH:40]=[CH:41][CH:42]=[CH:43][CH:44]=3)=[CH:37][N:38]=2)[CH2:26][CH2:27][CH2:28][CH2:29][CH2:30][C:3](=[O:5])[CH3:2])(=[O:97])=[O:96])=[CH:93][CH:94]=1. (6) Given the reactants [CH3:1][O:2][CH2:3][CH2:4][CH2:5]Br.C(=O)([O-])[O-].[Cs+].[Cs+].[C:13]([O:17][C:18]([N:20]1[CH2:25][C:24](=[O:26])[N:23]([C:27]2[CH:32]=[CH:31][CH:30]=[CH:29][C:28]=2[OH:33])[CH2:22][C:21]1([CH3:35])[CH3:34])=[O:19])([CH3:16])([CH3:15])[CH3:14].O, predict the reaction product. The product is: [C:13]([O:17][C:18]([N:20]1[CH2:25][C:24](=[O:26])[N:23]([C:27]2[CH:32]=[CH:31][CH:30]=[CH:29][C:28]=2[O:33][CH2:5][CH2:4][CH2:3][O:2][CH3:1])[CH2:22][C:21]1([CH3:35])[CH3:34])=[O:19])([CH3:16])([CH3:14])[CH3:15].